This data is from Catalyst prediction with 721,799 reactions and 888 catalyst types from USPTO. The task is: Predict which catalyst facilitates the given reaction. (1) Reactant: C[Sn](C)(C)[C:3]1[CH:23]=[CH:22][C:6]2[N:7]3[CH:12]=[C:11]([C:13]4[CH:18]=[CH:17][C:16]([N:19]([CH3:21])[CH3:20])=[CH:15][CH:14]=4)[N:10]=[C:8]3[S:9][C:5]=2[CH:4]=1.[I:26]I.[O-]S([O-])(=S)=O.[Na+].[Na+]. Product: [I:26][C:3]1[CH:23]=[CH:22][C:6]2[N:7]3[CH:12]=[C:11]([C:13]4[CH:18]=[CH:17][C:16]([N:19]([CH3:21])[CH3:20])=[CH:15][CH:14]=4)[N:10]=[C:8]3[S:9][C:5]=2[CH:4]=1. The catalyst class is: 2. (2) Reactant: [CH:1]1([N:4]2[CH:8]=[N:7][NH:6][C:5]2(CC(O)=O)[C:9]2[CH:14]=[CH:13][CH:12]=[CH:11][C:10]=2[F:15])[CH2:3][CH2:2]1.[C:20]1([CH2:26][CH2:27][NH2:28])[CH:25]=[CH:24][CH:23]=[CH:22][CH:21]=1.C1C=CC2N([OH:38])N=NC=2C=1.CCN=C=NC[CH2:45][CH2:46]N(C)C.Cl.[OH2:51]. Product: [CH:1]1([N:4]2[C:8](=[O:51])[N:7]([CH2:45][C:46]([NH:28][CH2:27][CH2:26][C:20]3[CH:25]=[CH:24][CH:23]=[CH:22][CH:21]=3)=[O:38])[N:6]=[C:5]2[C:9]2[CH:14]=[CH:13][CH:12]=[CH:11][C:10]=2[F:15])[CH2:2][CH2:3]1. The catalyst class is: 9. (3) The catalyst class is: 259. Product: [C:1]1([C:7]#[C:8][C:9]2[CH:14]=[CH:13][C:12]([C:15]3[C:16](=[O:32])[C:17]([C:18]4[CH:19]=[CH:20][C:21]([C:24]#[C:25][C:26]5[CH:27]=[CH:28][CH:29]=[CH:30][CH:31]=5)=[CH:22][CH:23]=4)=[C:15]([C:12]4[CH:11]=[CH:10][C:9]([C:8]#[C:7][C:1]5[CH:6]=[CH:5][CH:4]=[CH:3][CH:2]=5)=[CH:14][CH:13]=4)[C:34]=3[C:35]3[CH:40]=[CH:39][C:38]([C:16]#[C:17][C:18]4[CH:23]=[CH:22][CH:21]=[CH:20][CH:19]=4)=[CH:37][CH:36]=3)=[CH:11][CH:10]=2)[CH:6]=[CH:5][CH:4]=[CH:3][CH:2]=1. Reactant: [C:1]1([C:7]#[C:8][C:9]2[CH:14]=[CH:13][C:12]([CH2:15][C:16](=[O:32])[CH2:17][C:18]3[CH:23]=[CH:22][C:21]([C:24]#[C:25][C:26]4[CH:31]=[CH:30][CH:29]=[CH:28][CH:27]=4)=[CH:20][CH:19]=3)=[CH:11][CH:10]=2)[CH:6]=[CH:5][CH:4]=[CH:3][CH:2]=1.[OH-].[CH2:34]([N+](C)(C)C)[C:35]1[CH:40]=[CH:39][CH:38]=[CH:37][CH:36]=1. (4) Product: [CH:1]1([N:7]([CH3:36])[C:8]2[C:9]([CH3:35])=[C:10]([CH:24]=[C:25]([C:27]3[CH:28]=[N:29][C:30]([CH2:33][N:38]([CH3:39])[CH3:37])=[CH:31][CH:32]=3)[CH:26]=2)[C:11]([NH:13][CH2:14][C:15]2[C:16](=[O:23])[NH:17][C:18]([CH3:22])=[CH:19][C:20]=2[CH3:21])=[O:12])[CH2:2][CH2:3][CH2:4][CH2:5][CH2:6]1. Reactant: [CH:1]1([N:7]([CH3:36])[C:8]2[C:9]([CH3:35])=[C:10]([CH:24]=[C:25]([C:27]3[CH:28]=[N:29][C:30]([CH:33]=O)=[CH:31][CH:32]=3)[CH:26]=2)[C:11]([NH:13][CH2:14][C:15]2[C:16](=[O:23])[NH:17][C:18]([CH3:22])=[CH:19][C:20]=2[CH3:21])=[O:12])[CH2:6][CH2:5][CH2:4][CH2:3][CH2:2]1.[CH3:37][NH:38][CH3:39].C(O)(=O)C.C([BH3-])#N.[Na+]. The catalyst class is: 5. (5) Reactant: C[O:2][C:3](=[O:46])[CH:4]([NH:6][C:7](=[O:45])[CH:8]([CH2:38][C:39]1[CH:44]=[CH:43][CH:42]=[CH:41][CH:40]=1)[CH2:9][P:10]([CH:13]([NH:15][C:16](=[O:37])[CH2:17][CH2:18][CH:19]([NH:29][C:30]([O:32][C:33]([CH3:36])([CH3:35])[CH3:34])=[O:31])[C:20]([N:22]1[CH2:26][CH2:25][CH2:24][CH:23]1[C:27]#[N:28])=[O:21])[CH3:14])([OH:12])=[O:11])[CH3:5].[OH-].[Na+]. Product: [CH2:38]([CH:8]([CH2:9][P:10]([CH:13]([NH:15][C:16](=[O:37])[CH2:17][CH2:18][CH:19]([NH:29][C:30]([O:32][C:33]([CH3:34])([CH3:36])[CH3:35])=[O:31])[C:20]([N:22]1[CH2:26][CH2:25][CH2:24][CH:23]1[C:27]#[N:28])=[O:21])[CH3:14])([OH:12])=[O:11])[C:7]([NH:6][CH:4]([CH3:5])[C:3]([OH:46])=[O:2])=[O:45])[C:39]1[CH:44]=[CH:43][CH:42]=[CH:41][CH:40]=1. The catalyst class is: 8. (6) Product: [CH3:30][C:29]1[C:24]([C:22]2[N:1]=[C:2]3[NH:6][N:5]([C:7]4[CH:8]=[CH:9][C:10]([C:13]([F:16])([F:14])[F:15])=[CH:11][CH:12]=4)[C:4](=[O:17])[C:3]3=[CH:20][CH:21]=2)=[N:25][CH:26]=[CH:27][CH:28]=1. The catalyst class is: 17. Reactant: [NH2:1][C:2]1[CH2:3][C:4](=[O:17])[N:5]([C:7]2[CH:12]=[CH:11][C:10]([C:13]([F:16])([F:15])[F:14])=[CH:9][CH:8]=2)[N:6]=1.CN(C)[CH:20]=[CH:21][C:22]([C:24]1[C:29]([CH3:30])=[CH:28][CH:27]=[CH:26][N:25]=1)=O. (7) Reactant: [NH2:1][C:2]1[CH:3]=[C:4]([NH2:9])[C:5]([NH2:8])=[CH:6][CH:7]=1.[N:10]#[C:11]Br. Product: [NH2:1][C:2]1[CH:7]=[CH:6][C:5]2[NH:8][C:11]([NH2:10])=[N:9][C:4]=2[CH:3]=1. The catalyst class is: 8.